This data is from Catalyst prediction with 721,799 reactions and 888 catalyst types from USPTO. The task is: Predict which catalyst facilitates the given reaction. (1) Reactant: [O-:1][CH2:2][CH3:3].[Na+].C(O)C.[CH3:8][C:9]1[CH:29]=[C:28]([C:30]2[C:34]([CH:35]=[O:36])=[C:33](Cl)[N:32]([CH3:38])[N:31]=2)[CH:27]=[CH:26][C:10]=1[O:11][CH2:12][C:13]1[CH:18]=[CH:17][CH:16]=[CH:15][C:14]=1[N:19]1[C:23](=[O:24])[N:22]([CH3:25])[N:21]=[N:20]1.O1CCCC1. Product: [CH3:8][C:9]1[CH:29]=[C:28]([C:30]2[C:34]([CH:35]=[O:36])=[C:33]([O:1][CH2:2][CH3:3])[N:32]([CH3:38])[N:31]=2)[CH:27]=[CH:26][C:10]=1[O:11][CH2:12][C:13]1[CH:18]=[CH:17][CH:16]=[CH:15][C:14]=1[N:19]1[C:23](=[O:24])[N:22]([CH3:25])[N:21]=[N:20]1. The catalyst class is: 6. (2) Reactant: [Cl:1][C:2]1[C:7]([C:8]([C:10]2[CH:11]=[N:12][CH:13]=[CH:14][CH:15]=2)=[O:9])=[C:6]([F:16])[C:5]([C@H:17]([NH:20][CH2:21][C:22]2[N:23](C(C3C=CC=CC=3)(C3C=CC=CC=3)C3C=CC=CC=3)[CH:24]=[N:25][CH:26]=2)[CH2:18][CH3:19])=[CH:4][CH:3]=1.Cl.CCOC(C)=O.C(O)C. Product: [Cl:1][C:2]1[CH:3]=[CH:4][C:5]([C@H:17]([NH:20][CH2:21][C:22]2[NH:23][CH:24]=[N:25][CH:26]=2)[CH2:18][CH3:19])=[C:6]([F:16])[C:7]=1[C:8]([C:10]1[CH:11]=[N:12][CH:13]=[CH:14][CH:15]=1)=[O:9]. The catalyst class is: 21.